Task: Predict which catalyst facilitates the given reaction.. Dataset: Catalyst prediction with 721,799 reactions and 888 catalyst types from USPTO Reactant: [NH:1]1[C:9]2[C:4](=[CH:5][CH:6]=[CH:7][CH:8]=2)[CH:3]=[C:2]1[C:10]1[C:14]([C:15]([OH:17])=O)=[CH:13][NH:12][N:11]=1.F[P-](F)(F)(F)(F)F.[N:25]1(O[P+](N2CCCC2)(N2CCCC2)N2CCCC2)C2C=CC=CC=2N=N1.ON1C2C=CC=CC=2N=N1.C(N(CC)C(C)C)(C)C.[NH4+].[Cl-]. Product: [NH:1]1[C:9]2[C:4](=[CH:5][CH:6]=[CH:7][CH:8]=2)[CH:3]=[C:2]1[C:10]1[C:14]([C:15]([NH2:25])=[O:17])=[CH:13][NH:12][N:11]=1. The catalyst class is: 3.